From a dataset of Full USPTO retrosynthesis dataset with 1.9M reactions from patents (1976-2016). Predict the reactants needed to synthesize the given product. (1) Given the product [NH2:7][C:8]1[C:16]2[C:15]([C:17]3[CH:22]=[CH:21][CH:20]=[C:19]([CH3:23])[N:18]=3)=[N:14][C:13]([O:2][CH3:1])=[N:12][C:11]=2[S:10][C:9]=1[C:27]([NH2:29])=[O:28], predict the reactants needed to synthesize it. The reactants are: [C:1](=O)([O-])[O-:2].[K+].[K+].[NH2:7][C:8]1[C:16]2[C:15]([C:17]3[CH:22]=[CH:21][CH:20]=[C:19]([CH3:23])[N:18]=3)=[N:14][C:13](S(C)=O)=[N:12][C:11]=2[S:10][C:9]=1[C:27]([NH2:29])=[O:28]. (2) Given the product [CH3:1][O:2][C:3](=[O:20])[CH:4]([C:12]1[CH:17]=[CH:16][C:15]([Cl:18])=[C:14]([Cl:19])[CH:13]=1)[CH2:5][CH:6]1[CH2:10][CH2:9][CH:8]([F:27])[CH2:7]1, predict the reactants needed to synthesize it. The reactants are: [CH3:1][O:2][C:3](=[O:20])[CH:4]([C:12]1[CH:17]=[CH:16][C:15]([Cl:18])=[C:14]([Cl:19])[CH:13]=1)[CH2:5][CH:6]1[CH2:10][CH2:9][CH:8](O)[CH2:7]1.C(N(S(F)(F)[F:27])CC)C. (3) Given the product [S:1]([C:5]1[CH:11]=[CH:10][C:8]([CH3:9])=[CH:7][CH:6]=1)([O-:4])(=[O:3])=[O:2].[CH3:12][O:47][S:46]([C:50]1[CH:56]=[CH:55][C:53]([CH3:54])=[CH:52][CH:51]=1)(=[O:49])=[O:48], predict the reactants needed to synthesize it. The reactants are: [S:1]([C:5]1[CH:11]=[CH:10][C:8]([CH3:9])=[CH:7][CH:6]=1)([OH:4])(=[O:3])=[O:2].[CH3:12][C@H]1CN(C2C=CC(OC(F)(F)F)=CC=2)C[C@@H](C)N1S(C1C=CC=C2C=1C[C@@H](C(O)=O)C2)(=O)=O.[S:46]([C:50]1[CH:56]=[CH:55][C:53]([CH3:54])=[CH:52][CH:51]=1)([O-:49])(=[O:48])=[O:47]. (4) Given the product [Br:1][C:9]1[C:5]([C:3]#[N:4])=[N:6][N:7]([CH2:22][CH2:23][O:24][CH3:25])[C:8]=1[CH2:10][C:11]([NH:14][C:15](=[O:21])[O:16][C:17]([CH3:18])([CH3:19])[CH3:20])([CH3:13])[CH3:12], predict the reactants needed to synthesize it. The reactants are: [Br:1]Br.[C:3]([C:5]1[CH:9]=[C:8]([CH2:10][C:11]([NH:14][C:15](=[O:21])[O:16][C:17]([CH3:20])([CH3:19])[CH3:18])([CH3:13])[CH3:12])[N:7]([CH2:22][CH2:23][O:24][CH3:25])[N:6]=1)#[N:4].C([O-])(=O)C.[K+].S(=O)(=O)(O)[O-].[Na+]. (5) Given the product [C:32]([C:4]1[CH:3]=[C:2]([B:37]2[O:38][C:39]([CH3:41])([CH3:40])[C:35]([CH3:51])([CH3:34])[O:36]2)[CH:14]=[C:13]2[C:5]=1[C:6]1[CH:7]=[CH:8][C:9]([C:28]([O:30][CH3:31])=[O:29])=[CH:10][C:11]=1[N:12]2[CH:15]([C:22]1[CH:27]=[CH:26][CH:25]=[CH:24][CH:23]=1)[CH:16]1[CH2:17][CH2:18][O:19][CH2:20][CH2:21]1)#[N:33], predict the reactants needed to synthesize it. The reactants are: Br[C:2]1[CH:14]=[C:13]2[C:5]([C:6]3[CH:7]=[CH:8][C:9]([C:28]([O:30][CH3:31])=[O:29])=[CH:10][C:11]=3[N:12]2[CH:15]([C:22]2[CH:27]=[CH:26][CH:25]=[CH:24][CH:23]=2)[CH:16]2[CH2:21][CH2:20][O:19][CH2:18][CH2:17]2)=[C:4]([C:32]#[N:33])[CH:3]=1.[CH3:34][C:35]1([CH3:51])[C:39]([CH3:41])([CH3:40])[O:38][B:37]([B:37]2[O:38][C:39]([CH3:41])([CH3:40])[C:35]([CH3:51])([CH3:34])[O:36]2)[O:36]1.C([O-])(=O)C.[K+].N#N.